This data is from Merck oncology drug combination screen with 23,052 pairs across 39 cell lines. The task is: Regression. Given two drug SMILES strings and cell line genomic features, predict the synergy score measuring deviation from expected non-interaction effect. (1) Drug 1: COC12C(COC(N)=O)C3=C(C(=O)C(C)=C(N)C3=O)N1CC1NC12. Drug 2: CS(=O)(=O)CCNCc1ccc(-c2ccc3ncnc(Nc4ccc(OCc5cccc(F)c5)c(Cl)c4)c3c2)o1. Cell line: HCT116. Synergy scores: synergy=9.57. (2) Drug 1: O=c1[nH]cc(F)c(=O)[nH]1. Drug 2: CCN(CC)CCNC(=O)c1c(C)[nH]c(C=C2C(=O)Nc3ccc(F)cc32)c1C. Cell line: EFM192B. Synergy scores: synergy=-3.20. (3) Drug 1: Cn1nnc2c(C(N)=O)ncn2c1=O. Drug 2: NC1CCCCC1N.O=C(O)C(=O)O.[Pt+2]. Cell line: SW837. Synergy scores: synergy=-23.2.